Dataset: Full USPTO retrosynthesis dataset with 1.9M reactions from patents (1976-2016). Task: Predict the reactants needed to synthesize the given product. (1) Given the product [OH:1][C:2]1[C:7]([O:8][CH3:9])=[C:6]([C:10]([OH:12])=[O:11])[C:5]([CH3:15])=[C:4]([CH3:16])[C:3]=1[C:17](=[O:35])[CH:18]=[CH:40][C:39]1[CH:38]=[C:37]([Br:36])[C:44]([OH:45])=[C:43]([Br:46])[CH:42]=1, predict the reactants needed to synthesize it. The reactants are: [OH:1][C:2]1[C:7]([O:8][CH3:9])=[C:6]([C:10]([O:12]CC)=[O:11])[C:5]([CH3:15])=[C:4]([CH3:16])[C:3]=1[C:17](=[O:35])[CH:18]=CC1C=C(C(C)(C)C)C(O)=C(C(C)(C)C)C=1.[Br:36][C:37]1[CH:38]=[C:39]([CH:42]=[C:43]([Br:46])[C:44]=1[OH:45])[CH:40]=O. (2) Given the product [NH:8]1[CH2:13][CH2:12][C:11]2([C:21]3[C:16](=[CH:17][CH:18]=[CH:19][CH:20]=3)[C:15](=[O:22])[O:14]2)[CH2:10][CH2:9]1.[ClH:23], predict the reactants needed to synthesize it. The reactants are: C([N:8]1[CH2:13][CH2:12][C:11]2([C:21]3[C:16](=[CH:17][CH:18]=[CH:19][CH:20]=3)[C:15](=[O:22])[O:14]2)[CH2:10][CH2:9]1)C1C=CC=CC=1.[Cl:23]C(OC(Cl)C)=O. (3) Given the product [N:21]1([C:2]2[CH:3]=[N:4][CH:5]=[CH:6][C:7]=2[C:8]2[O:9][C:10]3[CH:16]=[CH:15][C:14]([C:17]([F:20])([F:19])[F:18])=[CH:13][C:11]=3[N:12]=2)[CH:25]=[N:24][CH:23]=[N:22]1, predict the reactants needed to synthesize it. The reactants are: F[C:2]1[CH:3]=[N:4][CH:5]=[CH:6][C:7]=1[C:8]1[O:9][C:10]2[CH:16]=[CH:15][C:14]([C:17]([F:20])([F:19])[F:18])=[CH:13][C:11]=2[N:12]=1.[NH:21]1[CH:25]=[N:24][CH:23]=[N:22]1.C(=O)([O-])[O-].[K+].[K+].CN(C=O)C.